Dataset: Catalyst prediction with 721,799 reactions and 888 catalyst types from USPTO. Task: Predict which catalyst facilitates the given reaction. Reactant: Cl.Cl.[C:3]1([C:9]2[CH:14]=[CH:13][N:12]=[CH:11][C:10]=2[N:15]2[CH2:20][C@@H:19]3[CH2:21][C@H:16]2[CH2:17][NH:18]3)[CH:8]=[CH:7][CH:6]=[CH:5][CH:4]=1.[CH:22]1([CH2:25][C:26](O)=[O:27])[CH2:24][CH2:23]1.CN(C(ON1N=NC2C=CC=NC1=2)=[N+](C)C)C.F[P-](F)(F)(F)(F)F.C(N(CC)CC)C. Product: [CH:22]1([CH2:25][C:26]([N:18]2[CH2:17][C@@H:16]3[CH2:21][C@H:19]2[CH2:20][N:15]3[C:10]2[CH:11]=[N:12][CH:13]=[CH:14][C:9]=2[C:3]2[CH:4]=[CH:5][CH:6]=[CH:7][CH:8]=2)=[O:27])[CH2:24][CH2:23]1. The catalyst class is: 136.